From a dataset of Catalyst prediction with 721,799 reactions and 888 catalyst types from USPTO. Predict which catalyst facilitates the given reaction. (1) Reactant: CS([C:5]1[N:9]=[C:8]([CH:10]2[CH2:14][CH2:13][CH2:12][CH2:11]2)[S:7][N:6]=1)(=O)=O.[CH2:15]([OH:19])[C:16]#[C:17][CH3:18].[H-].[Na+]. Product: [CH:10]1([C:8]2[S:7][N:6]=[C:5]([O:19][CH2:15][C:16]#[C:17][CH3:18])[N:9]=2)[CH2:14][CH2:13][CH2:12][CH2:11]1. The catalyst class is: 391. (2) Reactant: [Br:1][C:2]1[C:11]([O:12][CH2:13][CH3:14])=[N:10][C:9](F)=[C:8]2[C:3]=1[CH:4]=[CH:5][CH:6]=[N:7]2.C([O-])([O-])=O.[K+].[K+].CN(C=O)C.[Cl:27][C:28]1[CH:33]=[CH:32][CH:31]=[CH:30][C:29]=1[CH2:34][SH:35]. Product: [Br:1][C:2]1[C:11]([O:12][CH2:13][CH3:14])=[N:10][C:9]([S:35][CH2:34][C:29]2[CH:30]=[CH:31][CH:32]=[CH:33][C:28]=2[Cl:27])=[C:8]2[C:3]=1[CH:4]=[CH:5][CH:6]=[N:7]2. The catalyst class is: 6.